From a dataset of Full USPTO retrosynthesis dataset with 1.9M reactions from patents (1976-2016). Predict the reactants needed to synthesize the given product. (1) The reactants are: CCN(C(C)C)C(C)C.Cl.[CH3:11][O:12][C:13]([C:15]1[CH:16]=[C:17]2[C:21](=[CH:22][CH:23]=1)[CH2:20][CH2:19][C@H:18]2[NH2:24])=[O:14].[F:25][C:26]1[CH:31]=[CH:30][C:29]([S:32](Cl)(=[O:34])=[O:33])=[CH:28][CH:27]=1. Given the product [F:25][C:26]1[CH:31]=[CH:30][C:29]([S:32]([NH:24][C@H:18]2[C:17]3[C:21](=[CH:22][CH:23]=[C:15]([C:13]([O:12][CH3:11])=[O:14])[CH:16]=3)[CH2:20][CH2:19]2)(=[O:34])=[O:33])=[CH:28][CH:27]=1, predict the reactants needed to synthesize it. (2) Given the product [NH2:11][C@@H:12]1[C:13]([CH2:27][CH3:28])([CH2:29][CH3:30])[C:14]2[CH:15]=[C:16]([C:24]([NH2:25])=[O:26])[CH:17]=[CH:18][C:19]=2[CH2:20][C@H:21]1[O:22][CH3:23], predict the reactants needed to synthesize it. The reactants are: C1([C@H](OC(=O)[NH:11][C@H:12]2[C@H:21]([O:22][CH3:23])[CH2:20][C:19]3[C:14](=[CH:15][C:16]([C:24](=[O:26])[NH2:25])=[CH:17][CH:18]=3)[C:13]2([CH2:29][CH3:30])[CH2:27][CH3:28])C)C=CC=CC=1.Cl.O1CCOCC1. (3) Given the product [C:14]([C:7]1[N:6]=[C:5]([CH2:4][C:3]([O-:17])=[O:2])[N:9]2[CH:10]=[CH:11][CH:12]=[CH:13][C:8]=12)(=[O:16])[CH3:15].[Li+:19], predict the reactants needed to synthesize it. The reactants are: C[O:2][C:3](=[O:17])[CH2:4][C:5]1[N:9]2[CH:10]=[CH:11][CH:12]=[CH:13][C:8]2=[C:7]([C:14](=[O:16])[CH3:15])[N:6]=1.O[Li:19].O. (4) Given the product [Cl:21][C:16]1[CH:15]=[C:14]([CH:13]2[CH:9]([NH:7][CH3:6])[CH2:10][N:11]([C:22]([CH:24]3[CH2:29][CH2:28][N:27]([C:30]([C:32]4([CH3:35])[CH2:33][CH2:34]4)=[O:31])[CH2:26][CH2:25]3)=[O:23])[CH2:12]2)[CH:19]=[CH:18][C:17]=1[Cl:20], predict the reactants needed to synthesize it. The reactants are: C(O[C:6](=O)[N:7]([CH:9]1[CH:13]([C:14]2[CH:19]=[CH:18][C:17]([Cl:20])=[C:16]([Cl:21])[CH:15]=2)[CH2:12][N:11]([C:22]([CH:24]2[CH2:29][CH2:28][N:27]([C:30]([C:32]3([CH3:35])[CH2:34][CH2:33]3)=[O:31])[CH2:26][CH2:25]2)=[O:23])[CH2:10]1)C)(C)(C)C.C(O)(C(F)(F)F)=O.C([O-])(O)=O.[Na+]. (5) Given the product [CH2:1]([O:3][C:4]1[C:5]([CH:10]=[N:13][OH:14])=[N:6][CH:7]=[CH:8][N:9]=1)[CH3:2], predict the reactants needed to synthesize it. The reactants are: [CH2:1]([O:3][C:4]1[C:5]([CH:10]=O)=[N:6][CH:7]=[CH:8][N:9]=1)[CH3:2].Cl.[NH2:13][OH:14].C(=O)([O-])O.[Na+]. (6) Given the product [C:1]([O:5][C:6]([N:8]1[CH2:9][CH2:10][CH:11]([N:14]([CH2:15][C:16]2[CH:21]=[CH:20][CH:19]=[C:18]([CH3:22])[CH:17]=2)[C:30](=[O:31])[CH2:29][CH:26]2[CH2:27][CH2:28][O:23][CH2:24][CH2:25]2)[CH2:12][CH2:13]1)=[O:7])([CH3:4])([CH3:3])[CH3:2], predict the reactants needed to synthesize it. The reactants are: [C:1]([O:5][C:6]([N:8]1[CH2:13][CH2:12][CH:11]([NH:14][CH2:15][C:16]2[CH:21]=[CH:20][CH:19]=[C:18]([CH3:22])[CH:17]=2)[CH2:10][CH2:9]1)=[O:7])([CH3:4])([CH3:3])[CH3:2].[O:23]1[CH2:28][CH2:27][CH:26]([CH2:29][C:30](O)=[O:31])[CH2:25][CH2:24]1. (7) Given the product [C:33]([O:32][C:30]([N:6]1[CH2:7][C@H:8]([S:10][C:11]([C:12]2[CH:13]=[CH:14][CH:15]=[CH:16][CH:17]=2)([C:24]2[CH:25]=[CH:26][CH:27]=[CH:28][CH:29]=2)[C:18]2[CH:23]=[CH:22][CH:21]=[CH:20][CH:19]=2)[CH2:9][C@H:5]1[C:3]([OH:4])=[O:2])=[O:31])([CH3:36])([CH3:34])[CH3:35], predict the reactants needed to synthesize it. The reactants are: C[O:2][C:3]([C@@H:5]1[CH2:9][C@@H:8]([S:10][C:11]([C:24]2[CH:29]=[CH:28][CH:27]=[CH:26][CH:25]=2)([C:18]2[CH:23]=[CH:22][CH:21]=[CH:20][CH:19]=2)[C:12]2[CH:17]=[CH:16][CH:15]=[CH:14][CH:13]=2)[CH2:7][N:6]1[C:30]([O:32][C:33]([CH3:36])([CH3:35])[CH3:34])=[O:31])=[O:4].[OH-].[Na+].OS([O-])(=O)=O.[K+].CCOC(C)=O. (8) Given the product [Br:1][C:2]1[CH:3]=[C:4]2[C:8](=[C:9]([F:11])[CH:10]=1)[CH:7]([NH2:14])[CH2:6][CH2:5]2, predict the reactants needed to synthesize it. The reactants are: [Br:1][C:2]1[CH:3]=[C:4]2[C:8](=[C:9]([F:11])[CH:10]=1)[C:7](=O)[CH2:6][CH2:5]2.C([BH3-])#[N:14].[Na+].C([O-])(=O)C.[NH4+].